This data is from Reaction yield outcomes from USPTO patents with 853,638 reactions. The task is: Predict the reaction yield, written as a fraction of the theoretical maximum amount of product (1.0 means a 100% yield; for example, 0.34 means a 34% yield). (1) The reactants are [N:1]1([CH2:8][CH2:9][O:10][C:11]2[CH:38]=[CH:37][C:14]([C:15]([C:17]3[C:26]4[C:21](=[CH:22][C:23]([O:27][CH3:28])=[CH:24][CH:25]=4)[CH:20]=[CH:19][C:18]=3OS(C(F)(F)F)(=O)=O)=[O:16])=[CH:13][CH:12]=2)[CH2:7][CH2:6][CH2:5][CH2:4][CH2:3][CH2:2]1.[F-].[Cs+].Br[C:42]1[CH:47]=[C:46]([F:48])[CH:45]=[C:44]([F:49])[C:43]=1[F:50]. The catalyst is [Pd].C1CCC(P(C2CCCCC2)C2CCCCC2)CC1.C1CCC(P(C2CCCCC2)C2CCCCC2)CC1.[Pd].C(#N)C. The product is [N:1]1([CH2:8][CH2:9][O:10][C:11]2[CH:12]=[CH:13][C:14]([C:15]([C:17]3[C:26]4[C:21](=[CH:22][C:23]([O:27][CH3:28])=[CH:24][CH:25]=4)[CH:20]=[CH:19][C:18]=3[C:42]3[CH:47]=[C:46]([F:48])[CH:45]=[C:44]([F:49])[C:43]=3[F:50])=[O:16])=[CH:37][CH:38]=2)[CH2:2][CH2:3][CH2:4][CH2:5][CH2:6][CH2:7]1. The yield is 0.530. (2) The reactants are [CH3:1][O:2][C:3]1[CH:4]=[C:5]2[C:10](=[CH:11][C:12]=1[O:13][CH3:14])[N:9]=[CH:8][N:7]=[C:6]2[O:15][C:16]1[CH:22]=[CH:21][C:19]([NH2:20])=[CH:18][C:17]=1[CH3:23].[F:24][C:25]1[CH:30]=[CH:29][C:28]([N:31]=[C:32]=[O:33])=[CH:27][CH:26]=1. The catalyst is C(Cl)(Cl)Cl. The product is [CH3:1][O:2][C:3]1[CH:4]=[C:5]2[C:10](=[CH:11][C:12]=1[O:13][CH3:14])[N:9]=[CH:8][N:7]=[C:6]2[O:15][C:16]1[CH:22]=[CH:21][C:19]([NH:20][C:32]([NH:31][C:28]2[CH:29]=[CH:30][C:25]([F:24])=[CH:26][CH:27]=2)=[O:33])=[CH:18][C:17]=1[CH3:23]. The yield is 0.580. (3) The reactants are [CH2:1]([O:8][C@H:9]1[C@H:14]([O:15][CH2:16][C:17]2[CH:22]=[CH:21][CH:20]=[CH:19][CH:18]=2)[C@@H:13]([O:23][CH2:24][C:25]2[CH:30]=[CH:29][CH:28]=[CH:27][CH:26]=2)[C:12](OS(C(F)(F)F)(=O)=O)=[CH:11][C@@H:10]1[CH2:39][O:40][CH2:41][C:42]1[CH:47]=[CH:46][CH:45]=[CH:44][CH:43]=1)[C:2]1[CH:7]=[CH:6][CH:5]=[CH:4][CH:3]=1.[K+].[Br-].[CH2:50]([C:52]1[CH:67]=[CH:66][C:55]([CH2:56][C:57]2[CH:58]=[C:59](B(O)O)[CH:60]=[CH:61][CH:62]=2)=[CH:54][CH:53]=1)[CH3:51].[Cl-].[Na+]. The catalyst is C1C=CC([P]([Pd]([P](C2C=CC=CC=2)(C2C=CC=CC=2)C2C=CC=CC=2)([P](C2C=CC=CC=2)(C2C=CC=CC=2)C2C=CC=CC=2)[P](C2C=CC=CC=2)(C2C=CC=CC=2)C2C=CC=CC=2)(C2C=CC=CC=2)C2C=CC=CC=2)=CC=1.O.O1CCOCC1.O. The product is [CH2:50]([C:52]1[CH:67]=[CH:66][C:55]([CH2:56][C:57]2[CH:62]=[CH:61][CH:60]=[C:59]([C:12]3[C@H:13]([O:23][CH2:24][C:25]4[CH:26]=[CH:27][CH:28]=[CH:29][CH:30]=4)[C@@H:14]([O:15][CH2:16][C:17]4[CH:22]=[CH:21][CH:20]=[CH:19][CH:18]=4)[C@H:9]([O:8][CH2:1][C:2]4[CH:3]=[CH:4][CH:5]=[CH:6][CH:7]=4)[C@@H:10]([CH2:39][O:40][CH2:41][C:42]4[CH:43]=[CH:44][CH:45]=[CH:46][CH:47]=4)[CH:11]=3)[CH:58]=2)=[CH:54][CH:53]=1)[CH3:51]. The yield is 0.730. (4) The reactants are [Cl:1][C:2]1[N:11]=[C:10](Cl)[C:9]2[C:4](=[CH:5][C:6]([O:15][CH3:16])=[C:7]([O:13][CH3:14])[CH:8]=2)[N:3]=1.C1(C)C=CC=CC=1.C(=O)([O-])[O-].[Na+].[Na+].[NH2:30][C:31]1[CH:32]=[C:33](B(O)O)[CH:34]=[CH:35][CH:36]=1. The catalyst is C1C=CC([P]([Pd]([P](C2C=CC=CC=2)(C2C=CC=CC=2)C2C=CC=CC=2)([P](C2C=CC=CC=2)(C2C=CC=CC=2)C2C=CC=CC=2)[P](C2C=CC=CC=2)(C2C=CC=CC=2)C2C=CC=CC=2)(C2C=CC=CC=2)C2C=CC=CC=2)=CC=1.O1CCCC1. The product is [Cl:1][C:2]1[N:11]=[C:10]([C:35]2[CH:36]=[C:31]([NH2:30])[CH:32]=[CH:33][CH:34]=2)[C:9]2[C:4](=[CH:5][C:6]([O:15][CH3:16])=[C:7]([O:13][CH3:14])[CH:8]=2)[N:3]=1. The yield is 0.925. (5) The reactants are [N:1]1[CH:6]=[CH:5][CH:4]=[CH:3][C:2]=1[C:7]([CH2:9][C:10]([O:12][CH2:13][CH3:14])=[O:11])=[O:8].[N:15]([O-])=[O:16].[Na+]. The catalyst is C(O)(=O)C.O. The product is [OH:16][N:15]=[C:9]([C:7](=[O:8])[C:2]1[CH:3]=[CH:4][CH:5]=[CH:6][N:1]=1)[C:10]([O:12][CH2:13][CH3:14])=[O:11]. The yield is 0.610. (6) The reactants are [CH3:1][O:2][C:3]([C:5]1[CH:10]=[C:9](Cl)[N:8]=[C:7]([C:12]([O:14][CH2:15][CH3:16])=[O:13])[CH:6]=1)=[O:4].C1(P(C2C=CC=CC=2)C2C=CC3C(=CC=CC=3)C=2C2C3C(=CC=CC=3)C=CC=2P(C2C=CC=CC=2)C2C=CC=CC=2)C=CC=CC=1.C(=O)([O-])[O-].[Cs+].[Cs+].[C@@H:69]([NH2:73])([CH2:71][CH3:72])[CH3:70]. The catalyst is C1(C)C=CC=CC=1.C(OCC)C.C([O-])(=O)C.[Pd+2].C([O-])(=O)C. The yield is 0.720. The product is [CH3:1][O:2][C:3]([C:5]1[CH:10]=[C:9]([NH:73][C@H:69]([CH2:71][CH3:72])[CH3:70])[N:8]=[C:7]([C:12]([O:14][CH2:15][CH3:16])=[O:13])[CH:6]=1)=[O:4]. (7) The reactants are C([O:5][C:6]([CH:8]1[CH:12]([C:13]2[CH:18]=[CH:17][CH:16]=[C:15]([Cl:19])[C:14]=2[F:20])[C:11]([C:23]2[CH:28]=[CH:27][C:26]([Cl:29])=[CH:25][C:24]=2[F:30])([C:21]#[N:22])[CH:10]([CH2:31][C:32]([CH2:37][CH3:38])([CH2:35][CH3:36])[CH2:33][CH3:34])[NH:9]1)=[O:7])(C)(C)C.[F:39][C:40]([F:45])([F:44])[C:41]([OH:43])=[O:42]. The catalyst is ClCCl. The product is [F:39][C:40]([F:45])([F:44])[C:41]([OH:43])=[O:42].[Cl:19][C:15]1[C:14]([F:20])=[C:13]([CH:12]2[C:11]([C:23]3[CH:28]=[CH:27][C:26]([Cl:29])=[CH:25][C:24]=3[F:30])([C:21]#[N:22])[CH:10]([CH2:31][C:32]([CH2:33][CH3:34])([CH2:35][CH3:36])[CH2:37][CH3:38])[NH:9][CH:8]2[C:6]([OH:7])=[O:5])[CH:18]=[CH:17][CH:16]=1. The yield is 1.00. (8) The reactants are [Cl:1][C:2]1[C:10]2[N:9]=[C:8]3[NH:11][CH2:12][CH2:13][N:7]3[C:6]=2[C:5]([CH:14]([CH2:17][CH3:18])[CH2:15][CH3:16])=[CH:4][CH:3]=1.C(N(CC)CC)C.[Cl:26][C:27]1[CH:35]=[CH:34][C:30]([C:31](Cl)=[O:32])=[CH:29][N:28]=1. The catalyst is O1CCCC1.O. The product is [Cl:1][C:2]1[C:10]2[N:9]=[C:8]3[N:11]([C:31]([C:30]4[CH:29]=[N:28][C:27]([Cl:26])=[CH:35][CH:34]=4)=[O:32])[CH2:12][CH2:13][N:7]3[C:6]=2[C:5]([CH:14]([CH2:17][CH3:18])[CH2:15][CH3:16])=[CH:4][CH:3]=1. The yield is 0.570. (9) The reactants are Cl.Cl.Cl[C:4]1[CH:5]=[C:6]2[C:12]3([CH2:17][CH2:16][NH:15][CH2:14][CH2:13]3)[CH2:11][N:10]([C:18]3[C:19]4[C@H:26]([CH3:27])[CH2:25][C@@H:24](O)[C:20]=4[N:21]=[CH:22][N:23]=3)[C:7]2=[CH:8][CH:9]=1.C=O. No catalyst specified. The product is [CH2:12]([N:15]1[CH2:16][CH2:17][C:12]2([C:6]3[C:7](=[CH:8][CH:9]=[CH:4][C:5]=3[CH2:22][NH:21][CH:20]([CH3:24])[CH3:19])[N:10]([C:18]3[C:19]4[C@H:26]([CH3:27])[CH2:25][CH2:24][C:20]=4[N:21]=[CH:22][N:23]=3)[CH2:11]2)[CH2:13][CH2:14]1)[C:6]1[CH:7]=[CH:8][CH:9]=[CH:4][CH:5]=1. The yield is 0.600.